This data is from Reaction yield outcomes from USPTO patents with 853,638 reactions. The task is: Predict the reaction yield, written as a fraction of the theoretical maximum amount of product (1.0 means a 100% yield; for example, 0.34 means a 34% yield). (1) The reactants are [N:1]([CH2:4][C@H:5]1[CH2:14][CH2:13][C:12]2[C:7](=[C:8]([C:16]3[CH:21]=[CH:20][CH:19]=[CH:18][C:17]=3[Cl:22])[C:9]([Cl:15])=[CH:10][CH:11]=2)[O:6]1)=[N+]=[N-].C1(P(C2C=CC=CC=2)C2C=CC=CC=2)C=CC=CC=1. No catalyst specified. The product is [ClH:15].[Cl:15][C:9]1[C:8]([C:16]2[CH:21]=[CH:20][CH:19]=[CH:18][C:17]=2[Cl:22])=[C:7]2[C:12]([CH2:13][CH2:14][C@H:5]([CH2:4][NH2:1])[O:6]2)=[CH:11][CH:10]=1. The yield is 0.450. (2) The reactants are [NH2:1][CH2:2][CH2:3][CH2:4][CH2:5][C@H:6]([NH:14][C:15](=[O:30])[NH:16][C@H:17]([C:23]([O:25][C:26]([CH3:29])([CH3:28])[CH3:27])=[O:24])[CH2:18][CH2:19][C:20]([OH:22])=[O:21])[C:7]([O:9][C:10]([CH3:13])([CH3:12])[CH3:11])=[O:8].[CH3:31][C:32]([OH:34])=[O:33].[CH:35]([C:37]1[N:38]([CH2:42][C:43]([O:45][C:46]([CH3:49])([CH3:48])[CH3:47])=[O:44])[CH:39]=[CH:40][N:41]=1)=O.[BH-](O[C:60]([CH3:62])=O)(OC(C)=O)OC(C)=O.[Na+]. The catalyst is ClCCCl. The product is [C:46]([O:33][C:32](=[O:34])[CH2:31][N:38]1[CH:39]=[CH:40][N:41]=[C:60]1[CH2:62][N:1]([CH2:35][C:37]1[N:38]([CH2:42][C:43](=[O:44])[O:45][C:46]([CH3:49])([CH3:48])[CH3:47])[CH:39]=[CH:40][N:41]=1)[CH2:2][CH2:3][CH2:4][CH2:5][C@H:6]([NH:14][C:15](=[O:30])[NH:16][C@H:17]([C:23]([O:25][C:26]([CH3:29])([CH3:28])[CH3:27])=[O:24])[CH2:18][CH2:19][C:20]([OH:22])=[O:21])[C:7]([O:9][C:10]([CH3:13])([CH3:12])[CH3:11])=[O:8])([CH3:49])([CH3:48])[CH3:47]. The yield is 0.520. (3) The yield is 0.770. The product is [CH3:57][O:56][C:54](=[O:55])[CH2:53][C:52]1[CH:51]=[CH:50][N:65]([C:64]2[CH:66]=[CH:67][C:61]([F:60])=[CH:62][CH:63]=2)[CH:48]=1. The reactants are C(OC(=O)CC(N1C=CC(C2C=CC=CC=2)=C1)C(NC1CC2=CN(C3C2=CC=CC=3)CCOCCNC1=O)=O)C1C=CC=CC=1.CO[CH:48]1[CH:52]([CH2:53][C:54]([O:56][CH3:57])=[O:55])[CH2:51][CH:50](OC)O1.[F:60][C:61]1[CH:67]=[CH:66][C:64]([NH2:65])=[CH:63][CH:62]=1.FC(F)(F)C(O)=O. The catalyst is ClCCCl. (4) The reactants are [C:1]([C:3]1[CH:8]=[CH:7][N+:6]([O-:9])=[CH:5][CH:4]=1)#[N:2].S(=O)(=O)(O)O.[CH3:15][O:16][C:17]1[C:25]2[O:24][C:23]([CH3:27])([CH3:26])[CH2:22][C:21]=2[CH:20]=[C:19]([CH:28]=[C:29]([CH3:31])[CH3:30])[CH:18]=1.N. The catalyst is C1(C)C=CC=CC=1. The product is [CH3:15][O:16][C:17]1[CH:18]=[C:19]2[C:20](=[C:21]3[CH2:22][C:23]([CH3:27])([CH3:26])[O:24][C:25]=13)[C:1]([C:3]1[CH:8]=[CH:7][N+:6]([O-:9])=[CH:5][CH:4]=1)=[N:2][C:29]([CH3:31])([CH3:30])[CH2:28]2. The yield is 0.540. (5) The reactants are OC1C=C2C(C=C(C(O)=O)C=N2)=CC=1.C[O:16][C:17]1[CH:26]=[C:25]2[C:20]([CH:21]=[C:22]([C:27]([O:29][CH2:30][CH3:31])=[O:28])[CH:23]=[N:24]2)=[CH:19][CH:18]=1. The catalyst is Br. The product is [OH:16][C:17]1[CH:26]=[C:25]2[C:20]([CH:21]=[C:22]([C:27]([O:29][CH2:30][CH3:31])=[O:28])[CH:23]=[N:24]2)=[CH:19][CH:18]=1. The yield is 0.900. (6) The reactants are [CH3:1][O:2][C:3](=[O:37])[CH2:4][CH2:5][CH2:6][C:7](=[O:36])[NH:8][C:9]1[CH:14]=[CH:13][C:12]([C:15]([CH2:33][CH3:34])([C:18]2[CH:23]=[CH:22][C:21](OS(C(F)(F)F)(=O)=O)=[C:20]([CH3:32])[CH:19]=2)[CH2:16][CH3:17])=[CH:11][C:10]=1[CH3:35].[C:38]([Si:42]([O:45][CH:46]([C:49]([CH3:52])([CH3:51])[CH3:50])[C:47]#[CH:48])([CH3:44])[CH3:43])([CH3:41])([CH3:40])[CH3:39].CCN(CC)CC.[NH4+].[Cl-]. The catalyst is CN(C=O)C.C1C=CC(P(C2C=CC=CC=2)[C-]2C=CC=C2)=CC=1.C1C=CC(P(C2C=CC=CC=2)[C-]2C=CC=C2)=CC=1.Cl[Pd]Cl.[Fe+2].C(Cl)Cl.CCOC(C)=O. The product is [CH3:1][O:2][C:3](=[O:37])[CH2:4][CH2:5][CH2:6][C:7](=[O:36])[NH:8][C:9]1[CH:14]=[CH:13][C:12]([C:15]([C:18]2[CH:23]=[CH:22][C:21]([C:48]#[C:47][CH:46]([O:45][Si:42]([C:38]([CH3:41])([CH3:40])[CH3:39])([CH3:43])[CH3:44])[C:49]([CH3:52])([CH3:51])[CH3:50])=[C:20]([CH3:32])[CH:19]=2)([CH2:16][CH3:17])[CH2:33][CH3:34])=[CH:11][C:10]=1[CH3:35]. The yield is 0.400. (7) The reactants are [CH3:1][C:2]1[C:6]2[C:7](=[O:19])[N:8]([CH2:11][CH2:12][N:13]3[CH2:18][CH2:17][CH2:16][CH2:15][CH2:14]3)[CH2:9][CH2:10][C:5]=2[NH:4][C:3]=1[CH:20]=O.[F:22][C:23]1[CH:24]=[C:25]2[C:29](=[CH:30][C:31]=1[NH:32][C:33](=[O:37])[C@@H:34]([OH:36])[CH3:35])[NH:28][C:27](=[O:38])[CH2:26]2. No catalyst specified. The product is [F:22][C:23]1[CH:24]=[C:25]2[C:29](=[CH:30][C:31]=1[NH:32][C:33](=[O:37])[C@@H:34]([OH:36])[CH3:35])[NH:28][C:27](=[O:38])[C:26]2=[CH:20][C:3]1[NH:4][C:5]2[CH2:10][CH2:9][N:8]([CH2:11][CH2:12][N:13]3[CH2:14][CH2:15][CH2:16][CH2:17][CH2:18]3)[C:7](=[O:19])[C:6]=2[C:2]=1[CH3:1]. The yield is 0.584. (8) The reactants are [CH3:1][O:2][C:3](=[O:9])[C@@H:4]([OH:8])[CH:5]([CH3:7])[CH3:6].C[Si]([N-][Si](C)(C)C)(C)C.[Na+].[CH3:20][CH:21]([CH:31]=[CH2:32])[CH2:22]OS(C(F)(F)F)(=O)=O.[Cl-].[NH4+]. The catalyst is O1CCCC1. The product is [CH3:1][O:2][C:3](=[O:9])[C@@H:4]([O:8][CH2:20][CH:21]([CH3:22])[CH:31]=[CH2:32])[CH:5]([CH3:7])[CH3:6]. The yield is 0.210. (9) The reactants are [Cl:1][C:2]1[CH:3]=[CH:4][C:5]([N:16]2[CH:20]=[C:19]([C:21]([F:24])([F:23])[F:22])[N:18]=[N:17]2)=[C:6]([C:8]2[CH:13]=[C:12]([O:14]C)[N:11]=[CH:10][N:9]=2)[CH:7]=1.Br. The catalyst is CC(O)=O. The product is [Cl:1][C:2]1[CH:3]=[CH:4][C:5]([N:16]2[CH:20]=[C:19]([C:21]([F:23])([F:22])[F:24])[N:18]=[N:17]2)=[C:6]([C:8]2[N:9]=[CH:10][N:11]=[C:12]([OH:14])[CH:13]=2)[CH:7]=1. The yield is 0.713. (10) The reactants are [CH2:1]([C:3]1[S:19][C:6]2[NH:7][C:8](=[O:18])[N:9]([C:12]3[CH:17]=[CH:16][CH:15]=[CH:14][CH:13]=3)[C:10](=[O:11])[C:5]=2[CH:4]=1)[CH3:2].Br[CH2:21][C:22]1[CH:27]=[CH:26][C:25]([C:28]2[CH:33]=[CH:32][CH:31]=[CH:30][C:29]=2[C:34]2[N:38]=[C:37](C(Cl)(Cl)Cl)[O:36][N:35]=2)=[CH:24][CH:23]=1.C(=O)([O-])[O-:44].[K+].[K+].CN(C)C=O. The catalyst is C(OCC)(=O)C. The product is [CH2:1]([C:3]1[S:19][C:6]2[N:7]([CH2:21][C:22]3[CH:27]=[CH:26][C:25]([C:28]4[CH:33]=[CH:32][CH:31]=[CH:30][C:29]=4[C:34]4[NH:38][C:37](=[O:44])[O:36][N:35]=4)=[CH:24][CH:23]=3)[C:8](=[O:18])[N:9]([C:12]3[CH:17]=[CH:16][CH:15]=[CH:14][CH:13]=3)[C:10](=[O:11])[C:5]=2[CH:4]=1)[CH3:2]. The yield is 0.210.